From a dataset of Forward reaction prediction with 1.9M reactions from USPTO patents (1976-2016). Predict the product of the given reaction. (1) Given the reactants [CH3:1][O:2][C:3](Cl)=[O:4].[Cl:6][C:7]1[C:8]([F:33])=[C:9]([CH:30]=[CH:31][CH:32]=1)[NH:10][C:11]1[C:20]2[C:15](=[CH:16][C:17]([O:28][CH3:29])=[C:18]([O:21][CH:22]3[CH2:27][CH2:26][NH:25][CH2:24][CH2:23]3)[CH:19]=2)[N:14]=[CH:13][N:12]=1.C(N(C(C)C)CC)(C)C, predict the reaction product. The product is: [Cl:6][C:7]1[C:8]([F:33])=[C:9]([CH:30]=[CH:31][CH:32]=1)[NH:10][C:11]1[C:20]2[C:15](=[CH:16][C:17]([O:28][CH3:29])=[C:18]([O:21][CH:22]3[CH2:27][CH2:26][N:25]([C:3]([O:2][CH3:1])=[O:4])[CH2:24][CH2:23]3)[CH:19]=2)[N:14]=[CH:13][N:12]=1. (2) Given the reactants [NH2:1][C:2]1[CH:9]=[CH:8][CH:7]=[C:6]([Cl:10])[C:3]=1[C:4]#[N:5].[S:11](Cl)(=[O:14])(=[O:13])[NH2:12], predict the reaction product. The product is: [C:4]([C:3]1[C:6]([Cl:10])=[CH:7][CH:8]=[CH:9][C:2]=1[NH:1][S:11]([NH2:12])(=[O:14])=[O:13])#[N:5]. (3) Given the reactants [Si:1]([O:8][CH2:9][C@H:10]1[O:14][C@@H:13]([N:15]2[C:24]3[N:23]=[CH:22][N:21]=[C:19]([NH2:20])[C:18]=3[N:17]=[CH:16]2)[C@H:12]([OH:25])[C@@H:11]1[O:26][CH3:27])([C:4]([CH3:7])([CH3:6])[CH3:5])([CH3:3])[CH3:2].[CH3:28][O:29][C:30]1[CH:49]=[CH:48][C:33]([C:34](Cl)([C:41]2[CH:46]=[CH:45][CH:44]=[CH:43][CH:42]=2)[C:35]2[CH:40]=[CH:39][CH:38]=[CH:37][CH:36]=2)=[CH:32][CH:31]=1, predict the reaction product. The product is: [Si:1]([O:8][CH2:9][C@H:10]1[O:14][C@@H:13]([N:15]2[C:24]3[N:23]=[CH:22][N:21]=[C:19]([NH:20][C:34]([C:41]4[CH:46]=[CH:45][CH:44]=[CH:43][CH:42]=4)([C:35]4[CH:40]=[CH:39][CH:38]=[CH:37][CH:36]=4)[C:33]4[CH:32]=[CH:31][C:30]([O:29][CH3:28])=[CH:49][CH:48]=4)[C:18]=3[N:17]=[CH:16]2)[C@H:12]([OH:25])[C@@H:11]1[O:26][CH3:27])([C:4]([CH3:6])([CH3:7])[CH3:5])([CH3:3])[CH3:2]. (4) Given the reactants [CH2:1]([C:4]1[C:9]([OH:10])=[CH:8][CH:7]=[CH:6][C:5]=1[OH:11])[CH2:2][CH3:3].P(Cl)(Cl)(Cl)=O.CN([CH:20]=[O:21])C, predict the reaction product. The product is: [OH:11][C:5]1[C:4]([CH2:1][CH2:2][CH3:3])=[C:9]([OH:10])[CH:8]=[CH:7][C:6]=1[CH:20]=[O:21]. (5) Given the reactants N1C=CC=C[CH:2]=1.Cl.C[O:9][C:10]1[C:15]([N+:16]([O-:18])=[O:17])=[CH:14][C:13]([CH2:19][CH2:20][C:21]([OH:23])=[O:22])=[CH:12][C:11]=1[C:24]1[CH:33]=[CH:32][C:31]2[C:26](=[CH:27][CH:28]=[CH:29][CH:30]=2)[CH:25]=1.S(Cl)(Cl)=O, predict the reaction product. The product is: [OH:9][C:10]1[C:15]([N+:16]([O-:18])=[O:17])=[CH:14][C:13]([CH2:19][CH2:20][C:21]([O:23][CH3:2])=[O:22])=[CH:12][C:11]=1[C:24]1[CH:33]=[CH:32][C:31]2[C:26](=[CH:27][CH:28]=[CH:29][CH:30]=2)[CH:25]=1. (6) Given the reactants Br[CH2:2][C:3]1[C:8]([O:9][CH3:10])=[CH:7][CH:6]=[CH:5][C:4]=1[N:11]1[C:15](=[O:16])[N:14]([CH3:17])[N:13]=[N:12]1.[Cl:18][C:19]1[CH:24]=[CH:23][CH:22]=[CH:21][C:20]=1[C:25]1[CH:29]=[C:28]([OH:30])[N:27]([CH3:31])[N:26]=1.C(=O)([O-])[O-].[K+].[K+], predict the reaction product. The product is: [Cl:18][C:19]1[CH:24]=[CH:23][CH:22]=[CH:21][C:20]=1[C:25]1[CH:29]=[C:28]([O:30][CH2:2][C:3]2[C:8]([O:9][CH3:10])=[CH:7][CH:6]=[CH:5][C:4]=2[N:11]2[C:15](=[O:16])[N:14]([CH3:17])[N:13]=[N:12]2)[N:27]([CH3:31])[N:26]=1. (7) Given the reactants [F:1][CH:2]1[CH2:7][CH2:6][N:5]([C:8]([C:10]2[N:11]=[C:12]([C:15]([NH:17][NH:18][C:19](=O)[CH2:20][C:21]([CH3:27])([CH3:26])[C:22]([O:24][CH3:25])=[O:23])=[O:16])[S:13][CH:14]=2)=[O:9])[CH2:4][CH2:3]1.Br[C:30]1[CH:31]=[C:32]([C:40]([OH:49])([C:45]([F:48])([F:47])[F:46])[C:41]([F:44])([F:43])[F:42])[CH:33]=[C:34]([C:36]([CH3:39])([CH3:38])[CH3:37])[CH:35]=1.C1C=CC(P(C2C=CC=CC=2)C2C=CC=CC=2)=CC=1.CC([O-])=O.[K+], predict the reaction product. The product is: [C:36]([C:34]1[CH:35]=[C:30]([C:14]2[S:13][C:12]([C:15]3[O:16][C:19]([CH2:20][C:21]([CH3:27])([CH3:26])[C:22]([O:24][CH3:25])=[O:23])=[N:18][N:17]=3)=[N:11][C:10]=2[C:8]([N:5]2[CH2:4][CH2:3][CH:2]([F:1])[CH2:7][CH2:6]2)=[O:9])[CH:31]=[C:32]([C:40]([OH:49])([C:45]([F:46])([F:47])[F:48])[C:41]([F:42])([F:43])[F:44])[CH:33]=1)([CH3:39])([CH3:37])[CH3:38]. (8) Given the reactants [NH2:1][C:2]1[C:3]([C:26]#[N:27])=[C:4]([CH:23]=[CH:24][CH:25]=1)[O:5][CH2:6][CH:7]1[CH2:12][CH2:11][CH2:10][CH2:9][N:8]1C(OCC1C=CC=CC=1)=O.O=[C:29]([CH3:36])[CH2:30][C:31]([O:33][CH2:34][CH3:35])=[O:32], predict the reaction product. The product is: [NH2:27][C:26]1[C:3]2[C:2](=[CH:25][CH:24]=[CH:23][C:4]=2[O:5][CH2:6][CH:7]2[CH2:12][CH2:11][CH2:10][CH2:9][NH:8]2)[N:1]=[C:29]([CH3:36])[C:30]=1[C:31]([O:33][CH2:34][CH3:35])=[O:32]. (9) Given the reactants [Br:1][C:2]1[CH:7]=[CH:6][C:5]([SH:8])=[CH:4][CH:3]=1.[Cl:9][C:10]1[CH:15]=[C:14]([Cl:16])[CH:13]=[CH:12][C:11]=1I.CC(CCC)C(=O)C(=O)C(C)(C)C.C(=O)([O-])[O-].[Cs+].[Cs+], predict the reaction product. The product is: [Br:1][C:2]1[CH:7]=[CH:6][C:5]([S:8][C:13]2[CH:12]=[CH:11][C:10]([Cl:9])=[CH:15][C:14]=2[Cl:16])=[CH:4][CH:3]=1.